From a dataset of Full USPTO retrosynthesis dataset with 1.9M reactions from patents (1976-2016). Predict the reactants needed to synthesize the given product. Given the product [C:16]([O:15][C:13]([NH:1][C:2]1[N:7]=[C:6]([C:8]([O:10][CH2:11][CH3:12])=[O:9])[CH:5]=[CH:4][CH:3]=1)=[O:14])([CH3:19])([CH3:18])[CH3:17], predict the reactants needed to synthesize it. The reactants are: [NH2:1][C:2]1[N:7]=[C:6]([C:8]([O:10][CH2:11][CH3:12])=[O:9])[CH:5]=[CH:4][CH:3]=1.[C:13](O[C:13]([O:15][C:16]([CH3:19])([CH3:18])[CH3:17])=[O:14])([O:15][C:16]([CH3:19])([CH3:18])[CH3:17])=[O:14].